From a dataset of Full USPTO retrosynthesis dataset with 1.9M reactions from patents (1976-2016). Predict the reactants needed to synthesize the given product. (1) Given the product [O:17]=[S:12]1(=[O:18])[CH2:16][CH2:15][CH2:14][N:13]1[C:2]1[N:7]=[CH:6][C:5]([C:8]([O:10][CH3:11])=[O:9])=[CH:4][N:3]=1, predict the reactants needed to synthesize it. The reactants are: Cl[C:2]1[N:7]=[CH:6][C:5]([C:8]([O:10][CH3:11])=[O:9])=[CH:4][N:3]=1.[S:12]1(=[O:18])(=[O:17])[CH2:16][CH2:15][CH2:14][NH:13]1.[H-].[Na+].O. (2) Given the product [CH3:14][O:13][CH:12]([O:15][CH3:16])[CH2:1][CH2:2][CH2:3][CH2:4][CH2:5][CH2:6][CH2:7][CH2:8][CH3:9], predict the reactants needed to synthesize it. The reactants are: [CH:1](=O)[CH2:2][CH2:3][CH2:4][CH2:5][CH2:6][CH2:7][CH2:8][CH2:9]C.[CH:12](OC)([O:15][CH3:16])[O:13][CH3:14].C1(C)C=CC(S(O)(=O)=O)=CC=1. (3) Given the product [Cl:9][C:4]1[CH:3]=[C:2]([CH:7]=[CH:6][C:5]=1[O:8][CH2:11][C:12]1[CH:16]=[C:15]([CH3:17])[O:14][N:13]=1)[NH2:1], predict the reactants needed to synthesize it. The reactants are: [NH2:1][C:2]1[CH:7]=[CH:6][C:5]([OH:8])=[C:4]([Cl:9])[CH:3]=1.Cl[CH2:11][C:12]1[CH:16]=[C:15]([CH3:17])[O:14][N:13]=1.O. (4) Given the product [N:38]1([CH2:43][CH2:44][O:1][C:2]2[CH:11]=[C:10]3[C:5]([C:6](=[O:18])[CH2:7][CH:8]([C:12]4[CH:17]=[CH:16][CH:15]=[CH:14][CH:13]=4)[O:9]3)=[CH:4][CH:3]=2)[CH:42]=[CH:41][N:40]=[CH:39]1, predict the reactants needed to synthesize it. The reactants are: [OH:1][C:2]1[CH:11]=[C:10]2[C:5]([C:6](=[O:18])[CH2:7][CH:8]([C:12]3[CH:17]=[CH:16][CH:15]=[CH:14][CH:13]=3)[O:9]2)=[CH:4][CH:3]=1.C1(P(C2C=CC=CC=2)C2C=CC=CC=2)C=CC=CC=1.[N:38]1([CH2:43][CH2:44]O)[CH:42]=[CH:41][N:40]=[CH:39]1.N(C(OCC)=O)=NC(OCC)=O. (5) Given the product [CH3:1][N:2]1[CH:10]=[C:9]2[C:4]([C:5]([CH2:12][NH2:13])=[CH:6][CH:7]=[C:8]2[CH3:11])=[N:3]1, predict the reactants needed to synthesize it. The reactants are: [CH3:1][N:2]1[CH:10]=[C:9]2[C:4]([C:5]([C:12]#[N:13])=[CH:6][CH:7]=[C:8]2[CH3:11])=[N:3]1. (6) Given the product [CH2:32]([O:31][C:8]1[CH:9]=[C:10]([CH2:12][N:13]2[CH2:14][C:15]3([CH2:20][C:19]([C@H:21]4[CH2:26][CH2:25][C@H:24]([C:27]([OH:29])=[O:28])[CH2:23][CH2:22]4)=[N:18][O:17]3)[CH2:16]2)[CH:11]=[C:6]([O:5][CH2:3][CH3:4])[C:7]=1[C:34]1[CH:39]=[CH:38][C:37]([F:40])=[CH:36][CH:35]=1)[CH3:33], predict the reactants needed to synthesize it. The reactants are: [OH-].[Na+].[CH2:3]([O:5][C:6]1[CH:11]=[C:10]([CH2:12][N:13]2[CH2:16][C:15]3([CH2:20][C:19]([C@H:21]4[CH2:26][CH2:25][C@H:24]([C:27]([O:29]C)=[O:28])[CH2:23][CH2:22]4)=[N:18][O:17]3)[CH2:14]2)[CH:9]=[C:8]([O:31][CH2:32][CH3:33])[C:7]=1[C:34]1[CH:39]=[CH:38][C:37]([F:40])=[CH:36][CH:35]=1)[CH3:4].C1COCC1. (7) Given the product [Br:1][C:2]1[CH:7]=[N:6][CH:5]=[C:4]([C:8]2[CH2:12][CH2:11][CH2:10][CH:9]=2)[CH:3]=1, predict the reactants needed to synthesize it. The reactants are: [Br:1][C:2]1[CH:3]=[C:4]([C:8]2(O)[CH2:12][CH2:11][CH2:10][CH2:9]2)[CH:5]=[N:6][CH:7]=1.Cl.O.C(=O)(O)[O-].[Na+]. (8) The reactants are: I[C:2]1[C:10]2[C:5](=[CH:6][CH:7]=[CH:8][C:9]=2[N+:11]([O-])=O)[N:4]([CH2:14][C:15]2[CH:16]=[C:17]([CH:23]=[CH:24][CH:25]=2)[C:18]([N:20]([CH3:22])[CH3:21])=[O:19])[N:3]=1.[NH4+].[Cl-]. Given the product [NH2:11][C:9]1[CH:8]=[CH:7][CH:6]=[C:5]2[C:10]=1[CH:2]=[N:3][N:4]2[CH2:14][C:15]1[CH:16]=[C:17]([CH:23]=[CH:24][CH:25]=1)[C:18]([N:20]([CH3:22])[CH3:21])=[O:19], predict the reactants needed to synthesize it. (9) Given the product [CH2:1]([O:3][C:4](=[O:11])[CH2:5][CH:6]([CH2:23][N+:20]([O-:22])=[O:21])[C:7]([F:9])([F:10])[F:8])[CH3:2], predict the reactants needed to synthesize it. The reactants are: [CH2:1]([O:3][C:4](=[O:11])[CH:5]=[CH:6][C:7]([F:10])([F:9])[F:8])[CH3:2].CN(C)C(N(C)C)=N.[N+:20]([CH3:23])([O-:22])=[O:21]. (10) The reactants are: [CH2:1]([O:4][CH2:5][CH2:6][CH2:7][CH2:8][CH2:9][CH2:10][N:11]1[CH2:16][CH2:15][C:14](=O)[CH2:13][CH2:12]1)[CH2:2][CH3:3].Cl.[NH2:19][OH:20]. Given the product [CH2:1]([O:4][CH2:5][CH2:6][CH2:7][CH2:8][CH2:9][CH2:10][N:11]1[CH2:16][CH2:15][C:14](=[N:19][OH:20])[CH2:13][CH2:12]1)[CH2:2][CH3:3], predict the reactants needed to synthesize it.